Task: Predict the reactants needed to synthesize the given product.. Dataset: Full USPTO retrosynthesis dataset with 1.9M reactions from patents (1976-2016) (1) Given the product [OH:22][C:19]([CH:16]1[CH2:17][CH2:18][N:13]([CH2:12][C:7]2[N:8]([CH3:11])[C:9]3[C:5]([N:6]=2)=[C:4]([N:23]2[CH2:24][CH2:25][O:26][CH2:27][CH2:28]2)[N:3]=[C:2]([N:31]2[C:32]4[C:37](=[CH:36][CH:35]=[CH:34][CH:33]=4)[C:38](=[O:39])[N:30]2[CH3:29])[N:10]=3)[CH2:14][CH2:15]1)([CH3:20])[CH3:21], predict the reactants needed to synthesize it. The reactants are: Cl[C:2]1[N:10]=[C:9]2[C:5]([N:6]=[C:7]([CH2:12][N:13]3[CH2:18][CH2:17][CH:16]([C:19]([OH:22])([CH3:21])[CH3:20])[CH2:15][CH2:14]3)[N:8]2[CH3:11])=[C:4]([N:23]2[CH2:28][CH2:27][O:26][CH2:25][CH2:24]2)[N:3]=1.[CH3:29][N:30]1[C:38](=[O:39])[C:37]2[C:32](=[CH:33][CH:34]=[CH:35][CH:36]=2)[NH:31]1. (2) Given the product [CH3:1][C:2]1[CH:7]=[CH:6][N:5]=[C:4]([NH:8][CH2:9][CH2:10][CH2:11][O:12][C:13]2[CH:14]=[CH:15][C:16]3[CH2:22][C@@H:21]([CH2:23][C:24]([OH:26])=[O:25])[C:20]4[CH:29]=[CH:30][CH:31]=[CH:32][C:19]=4[CH2:18][C:17]=3[CH:33]=2)[CH:3]=1, predict the reactants needed to synthesize it. The reactants are: [CH3:1][C:2]1[CH:7]=[CH:6][N:5]=[C:4]([NH:8][CH2:9][CH2:10][CH2:11][O:12][C:13]2[CH:14]=[CH:15][C:16]3[CH2:22][C@@H:21]([CH2:23][C:24]([O:26]CC)=[O:25])[C:20]4[CH:29]=[CH:30][CH:31]=[CH:32][C:19]=4[CH2:18][C:17]=3[CH:33]=2)[CH:3]=1.[OH-].[Na+]. (3) Given the product [N:12]1([CH2:10][C:11]2[CH:46]=[CH:45][C:24]([C:25]([NH:27][C:28]3[CH:29]=[CH:30][C:31]([O:34][C:35](=[O:44])[N:36]([CH3:43])[C:37]4[CH:42]=[CH:41][CH:40]=[CH:39][CH:38]=4)=[N:32][CH:33]=3)=[O:26])=[CH:23][CH:22]=2)[CH2:13][CH2:15][CH2:18][CH2:16]1, predict the reactants needed to synthesize it. The reactants are: Cl.CC1(C)CCNCC1.[CH2:10]([N:12]([CH:16]([CH3:18])C)[CH:13]([CH3:15])C)[CH3:11].ClCC1[CH:46]=[CH:45][C:24]([C:25]([NH:27][C:28]2[CH:29]=[CH:30][C:31]([O:34][C:35](=[O:44])[N:36]([CH3:43])[C:37]3[CH:42]=[CH:41][CH:40]=[CH:39][CH:38]=3)=[N:32][CH:33]=2)=[O:26])=[CH:23][CH:22]=1. (4) Given the product [CH3:13][O:12][C:11]1[CH:10]=[C:9]2[C:5](=[CH:4][C:3]=1[O:2][CH3:1])[C:6](=[CH2:7])[CH:21]([C:18]1[CH:17]=[CH:16][N:15]=[CH:20][CH:19]=1)[CH2:8]2, predict the reactants needed to synthesize it. The reactants are: [CH3:1][O:2][C:3]1[CH:4]=[C:5]2[C:9](=[CH:10][C:11]=1[O:12][CH3:13])[C:8](=O)[CH2:7][CH2:6]2.[N:15]1[CH:20]=[CH:19][C:18]([CH:21]=O)=[CH:17][CH:16]=1.C1(C)C=CC(S(O)(=O)=O)=CC=1.O.